This data is from HIV replication inhibition screening data with 41,000+ compounds from the AIDS Antiviral Screen. The task is: Binary Classification. Given a drug SMILES string, predict its activity (active/inactive) in a high-throughput screening assay against a specified biological target. (1) The drug is O=[N+]([O-])C(C(Cl)=C(Cl)Cl)=C(Sc1ccccc1)N1CCOCC1. The result is 0 (inactive). (2) The compound is CCOc1ccccc1N=NC1C(=O)N(C(=O)CC(=O)Nc2ccccc2C)N=C1C. The result is 0 (inactive).